This data is from Forward reaction prediction with 1.9M reactions from USPTO patents (1976-2016). The task is: Predict the product of the given reaction. (1) Given the reactants [CH3:1][C:2]1[N:7]=[C:6]([NH:8][C:9](=[O:15])[O:10][C:11]([CH3:14])([CH3:13])[CH3:12])[CH:5]=[CH:4][CH:3]=1.[Li+].CC([N-]C(C)C)C.[C:24](=O)([O:28]CC)[O:25][CH2:26][CH3:27], predict the reaction product. The product is: [C:11]([O:10][C:9]([NH:8][C:6]1[N:7]=[C:2]([CH2:1][C:24]([O:25][CH2:26][CH3:27])=[O:28])[CH:3]=[CH:4][CH:5]=1)=[O:15])([CH3:12])([CH3:14])[CH3:13]. (2) Given the reactants [CH3:1][C:2]1[CH:7]=[CH:6][C:5]([C:8]2[O:12][N:11]=[CH:10][C:9]=2[C:13](Cl)=[O:14])=[CH:4][CH:3]=1.[CH2:16]([C:23]1([OH:29])[CH2:28][CH2:27][NH:26][CH2:25][CH2:24]1)[C:17]1[CH:22]=[CH:21][CH:20]=[CH:19][CH:18]=1, predict the reaction product. The product is: [CH2:16]([C:23]1([OH:29])[CH2:28][CH2:27][N:26]([C:13]([C:9]2[CH:10]=[N:11][O:12][C:8]=2[C:5]2[CH:6]=[CH:7][C:2]([CH3:1])=[CH:3][CH:4]=2)=[O:14])[CH2:25][CH2:24]1)[C:17]1[CH:18]=[CH:19][CH:20]=[CH:21][CH:22]=1.